Dataset: Forward reaction prediction with 1.9M reactions from USPTO patents (1976-2016). Task: Predict the product of the given reaction. Given the reactants [Cl:1][C:2]1[CH:3]=[C:4]([CH:24]=[CH:25][C:26]=1[S:27][C:28]1[NH:29][CH:30]=[CH:31][N:32]=1)[NH:5][C:6]1[C:15]2[C:10](=[CH:11][CH:12]=[CH:13][C:14]=2[O:16][CH:17]2[CH2:22][CH2:21][N:20]([CH3:23])[CH2:19][CH2:18]2)[N:9]=[CH:8][N:7]=1.Br[CH2:34][CH2:35][O:36][CH3:37], predict the reaction product. The product is: [Cl:1][C:2]1[CH:3]=[C:4]([CH:24]=[CH:25][C:26]=1[S:27][C:28]1[N:32]([CH2:34][CH2:35][O:36][CH3:37])[CH:31]=[CH:30][N:29]=1)[NH:5][C:6]1[C:15]2[C:10](=[CH:11][CH:12]=[CH:13][C:14]=2[O:16][CH:17]2[CH2:22][CH2:21][N:20]([CH3:23])[CH2:19][CH2:18]2)[N:9]=[CH:8][N:7]=1.